The task is: Predict the product of the given reaction.. This data is from Forward reaction prediction with 1.9M reactions from USPTO patents (1976-2016). (1) Given the reactants [Cl:1][C:2]1[C:3]([F:28])=[C:4]([NH:8][C:9]2[C:18]3[C:13](=[CH:14][C:15]([O:26][CH3:27])=[C:16]([CH2:19][NH:20][C@@H:21]([CH3:25])[CH2:22][O:23][CH3:24])[CH:17]=3)[N:12]=[CH:11][N:10]=2)[CH:5]=[CH:6][CH:7]=1.CC[O:31][C:32]([C@H:34](OS(C(F)(F)F)(=O)=O)[CH3:35])=[O:33], predict the reaction product. The product is: [Cl:1][C:2]1[C:3]([F:28])=[C:4]([NH:8][C:9]2[C:18]3[C:13](=[CH:14][C:15]([O:26][CH3:27])=[C:16]([CH2:19][N:20]([C@@H:21]([CH3:25])[CH2:22][O:23][CH3:24])[C@H:34]([C:32]([OH:33])=[O:31])[CH3:35])[CH:17]=3)[N:12]=[CH:11][N:10]=2)[CH:5]=[CH:6][CH:7]=1. (2) Given the reactants [CH:1]#[C:2][C:3]1[CH:8]=[CH:7][C:6]([OH:9])=[CH:5][CH:4]=1.C1(C)C=CC(S(O)(=O)=O)=CC=1.C(OC1CCCCC1)=CC.[CH:31]1([O:37][CH2:38][CH2:39][CH2:40][O:41][C:42]2[CH:49]=[CH:48][C:45]([CH:46]=[CH2:47])=[CH:44][CH:43]=2)[CH2:36][CH2:35][CH2:34][CH2:33][CH2:32]1.OC1C=CC(C=C)=CC=1, predict the reaction product. The product is: [CH:31]1([O:37][CH2:38][CH2:39][CH2:40][O:41][C:42]2[CH:43]=[CH:44][C:45]([CH:46]=[CH2:47])=[CH:48][CH:49]=2)[CH2:32][CH2:33][CH2:34][CH2:35][CH2:36]1.[OH:9][C:6]1[CH:7]=[CH:8][C:3]([CH:2]=[CH2:1])=[CH:4][CH:5]=1. (3) Given the reactants Cl[C:2]1[N:7]=[N:6][C:5]([NH2:8])=[CH:4][CH:3]=1.CC1(C)C(C)(C)OB([C:17]2[CH:26]=[CH:25][C:20]([C:21]([O:23][CH3:24])=[O:22])=[CH:19][CH:18]=2)O1.CC(C1C=C(C(C)C)C(C2C=CC=CC=2P(C2CCCCC2)C2CCCCC2)=C(C(C)C)C=1)C.C([O-])([O-])=O.[Na+].[Na+], predict the reaction product. The product is: [NH2:8][C:5]1[N:6]=[N:7][C:2]([C:17]2[CH:26]=[CH:25][C:20]([C:21]([O:23][CH3:24])=[O:22])=[CH:19][CH:18]=2)=[CH:3][CH:4]=1. (4) The product is: [Cl:23][C:24]1[CH:29]=[CH:28][C:27]([NH:1][C:2]2[CH:3]=[CH:4][C:5]3[O:9][C:8](=[O:10])[N:7]([CH2:11][C:12]([N:14]([CH3:21])[C:15]4[CH:16]=[CH:17][CH:18]=[CH:19][CH:20]=4)=[O:13])[C:6]=3[CH:22]=2)=[CH:26][CH:25]=1. Given the reactants [NH2:1][C:2]1[CH:3]=[CH:4][C:5]2[O:9][C:8](=[O:10])[N:7]([CH2:11][C:12]([N:14]([CH3:21])[C:15]3[CH:20]=[CH:19][CH:18]=[CH:17][CH:16]=3)=[O:13])[C:6]=2[CH:22]=1.[Cl:23][C:24]1[CH:29]=[CH:28][C:27](OB(O)O)=[CH:26][CH:25]=1.C(N(CC)CC)C.O, predict the reaction product. (5) The product is: [C:25]([N:3]1[CH2:4][CH:5]2[C:1]([C:7]3[CH:8]=[CH:9][C:10]([N:13]4[CH2:17][C@H:16]([CH2:18][NH:19][C:20](=[O:22])[CH3:21])[O:15][C:14]4=[O:23])=[CH:11][CH:12]=3)([CH2:6]2)[CH2:2]1)#[N:26]. Given the reactants [C:1]12([C:7]3[CH:12]=[CH:11][C:10]([N:13]4[CH2:17][C@H:16]([CH2:18][NH:19][C:20](=[O:22])[CH3:21])[O:15][C:14]4=[O:23])=[CH:9][CH:8]=3)[CH2:6][CH:5]1[CH2:4][NH:3][CH2:2]2.C[CH2:25][N:26](C(C)C)C(C)C.N#CBr, predict the reaction product. (6) Given the reactants [CH2:1]([O:3][C:4](=[O:26])[C:5]([C:10](=[O:25])[C:11]1[CH:16]=[C:15]([F:17])[C:14]([F:18])=[C:13]([O:19][C:20]([F:23])([F:22])[F:21])[C:12]=1[F:24])=[CH:6]OCC)[CH3:2].Cl.Cl.[N:29]1([CH2:34][C:35]2[CH:40]=[CH:39][C:38]([NH2:41])=[CH:37][CH:36]=2)[CH2:33][CH2:32][CH2:31][CH2:30]1.C(N(CC)CC)C, predict the reaction product. The product is: [CH2:1]([O:3][C:4](=[O:26])[C:5]([C:10](=[O:25])[C:11]1[CH:16]=[C:15]([F:17])[C:14]([F:18])=[C:13]([O:19][C:20]([F:22])([F:23])[F:21])[C:12]=1[F:24])=[CH:6][NH:41][C:38]1[CH:37]=[CH:36][C:35]([CH2:34][N:29]2[CH2:33][CH2:32][CH2:31][CH2:30]2)=[CH:40][CH:39]=1)[CH3:2]. (7) Given the reactants [CH3:1][C:2]1([C:7]2[S:11][C:10]([CH2:12][N:13]3[N:17]=[C:16]([NH2:18])[CH:15]=[N:14]3)=[N:9][CH:8]=2)[O:6]CCO1.[F:19][C:20]([F:33])([F:32])[C:21]1[CH:26]=[CH:25][C:24](/[CH:27]=[CH:28]/[C:29](O)=[O:30])=[CH:23][CH:22]=1, predict the reaction product. The product is: [C:2]([C:7]1[S:11][C:10]([CH2:12][N:13]2[N:17]=[C:16]([NH:18][C:29](=[O:30])/[CH:28]=[CH:27]/[C:24]3[CH:23]=[CH:22][C:21]([C:20]([F:32])([F:33])[F:19])=[CH:26][CH:25]=3)[CH:15]=[N:14]2)=[N:9][CH:8]=1)(=[O:6])[CH3:1]. (8) Given the reactants [NH2:1][C@@H:2]([CH2:11][CH:12]([CH3:14])[CH3:13])[C:3]([O:5][CH:6]1[CH2:10][CH2:9][CH2:8][CH2:7]1)=[O:4].[N+:15]([C:18]1[CH:25]=[CH:24][C:21]([CH:22]=O)=[CH:20][CH:19]=1)([O-:17])=[O:16].C(O[BH-](OC(=O)C)OC(=O)C)(=O)C.[Na+].Cl.[OH-].[Na+], predict the reaction product. The product is: [CH3:13][CH:12]([CH3:14])[CH2:11][C@H:2]([NH:1][CH2:22][C:21]1[CH:24]=[CH:25][C:18]([N+:15]([O-:17])=[O:16])=[CH:19][CH:20]=1)[C:3]([O:5][CH:6]1[CH2:10][CH2:9][CH2:8][CH2:7]1)=[O:4]. (9) Given the reactants [CH:1]1([NH:6][C:7]2[N:12]3[N:13]=[C:14]([C:17]4[CH:22]=[CH:21][C:20]([O:23][CH3:24])=[CH:19][CH:18]=4)[C:15](I)=[C:11]3[N:10]=[CH:9][CH:8]=2)[CH2:5][CH2:4][CH2:3][CH2:2]1.CSC1N=C([Sn](CCCC)(CCCC)CCCC)C=CN=1.[F-].[K+].[CH:48]1([NH:53][C:54]2[N:59]3[N:60]=[C:61](C4C=CC(OC)=CC=4)[CH:62]=[C:58]3N=CC=2)[CH2:52][CH2:51][CH2:50][CH2:49]1.C1(NC2N3N=C(C4C=CC(OC)=CC=4)C(C4C=CN=C(SC)N=4)=C3N=CC=2)CCCC1.ClC1C=C(C=CC=1)C(OO)=O, predict the reaction product. The product is: [CH:1]1([NH:6][C:7]2[N:12]3[N:13]=[C:14]([C:17]4[CH:22]=[CH:21][C:20]([O:23][CH3:24])=[CH:19][CH:18]=4)[C:15]([C:61]4[CH:62]=[CH:58][N:59]=[C:54]([NH:53][CH:48]5[CH2:49][CH2:50][CH2:51][CH2:52]5)[N:60]=4)=[C:11]3[N:10]=[CH:9][CH:8]=2)[CH2:5][CH2:4][CH2:3][CH2:2]1.